Dataset: Forward reaction prediction with 1.9M reactions from USPTO patents (1976-2016). Task: Predict the product of the given reaction. (1) Given the reactants [C:1]1([CH3:14])[CH:6]=[CH:5][CH:4]=[CH:3][C:2]=1[NH:7][C:8](=[O:13])[CH:9]=[C:10]([CH3:12])[CH3:11].[Cl-].[Al+3].[Cl-].[Cl-].Cl.O, predict the reaction product. The product is: [CH3:12][C:10]1([CH3:11])[C:3]2[C:2](=[C:1]([CH3:14])[CH:6]=[CH:5][CH:4]=2)[NH:7][C:8](=[O:13])[CH2:9]1. (2) Given the reactants Cl.NO.C([N:7](CC)C(C)C)(C)C.[Br:13][C:14]1[N:19]=[C:18]([NH:20][C:21]([NH:23]C(OCC)=O)=S)[CH:17]=[CH:16][CH:15]=1, predict the reaction product. The product is: [Br:13][C:14]1[N:19]2[N:7]=[C:21]([NH2:23])[N:20]=[C:18]2[CH:17]=[CH:16][CH:15]=1. (3) Given the reactants [N+:1]([C:4]1[CH:5]=[C:6]([N:10]2[C:14](=[O:15])[CH2:13][NH:12][C:11]2=[O:16])[CH:7]=[CH:8][CH:9]=1)([O-])=O.[H][H], predict the reaction product. The product is: [NH2:1][C:4]1[CH:5]=[C:6]([N:10]2[C:14](=[O:15])[CH2:13][NH:12][C:11]2=[O:16])[CH:7]=[CH:8][CH:9]=1. (4) Given the reactants Cl[C:2]1[N:7]=[CH:6][C:5]([CH:8]([N:13]2[CH2:17][CH2:16][C@H:15]([NH:18][C:19](=[O:25])[O:20][C:21]([CH3:24])([CH3:23])[CH3:22])[CH2:14]2)[C:9]([F:12])([F:11])[F:10])=[CH:4][CH:3]=1.[NH2:26][NH2:27].O.C(OCC)(=O)C, predict the reaction product. The product is: [F:10][C:9]([F:12])([F:11])[CH:8]([N:13]1[CH2:17][CH2:16][C@H:15]([NH:18][C:19](=[O:25])[O:20][C:21]([CH3:24])([CH3:23])[CH3:22])[CH2:14]1)[C:5]1[CH:6]=[N:7][C:2]([NH:26][NH2:27])=[CH:3][CH:4]=1. (5) The product is: [C:26]([O:25][C:23]([N:8]1[CH2:9][CH2:10][CH2:11][CH:7]1[CH2:6][C:5]1[CH:12]=[CH:13][C:2]([Br:1])=[CH:3][CH:4]=1)=[O:24])([CH3:29])([CH3:28])[CH3:27]. Given the reactants [Br:1][C:2]1[CH:13]=[CH:12][C:5]([CH2:6][CH:7]2[CH2:11][CH2:10][CH2:9][NH:8]2)=[CH:4][CH:3]=1.C(N(CC)C(C)C)(C)C.[C:23](O[C:23]([O:25][C:26]([CH3:29])([CH3:28])[CH3:27])=[O:24])([O:25][C:26]([CH3:29])([CH3:28])[CH3:27])=[O:24], predict the reaction product. (6) Given the reactants Br[C:2]1[CH:3]=[C:4]([C:15]([NH:17][CH2:18][C:19]2[C:20](=[O:27])[NH:21][C:22]([CH3:26])=[CH:23][C:24]=2[CH3:25])=[O:16])[C:5]2[C:6]([CH3:14])=[N:7][N:8]([CH:11]([CH3:13])[CH3:12])[C:9]=2[CH:10]=1.C(N1C2C=C([C:40]3[CH:41]=[C:42]4C=[CH:47][NH:46][C:43]4=[N:44][CH:45]=3)C=C(C(OC)=O)C=2C=N1)(C)C.[C:53](=O)([O-])[O-].[Na+].[Na+], predict the reaction product. The product is: [CH3:53][N:46]([CH3:47])[C:43]1[N:44]=[CH:45][C:40]([C:2]2[CH:3]=[C:4]([C:15]([NH:17][CH2:18][C:19]3[C:20](=[O:27])[NH:21][C:22]([CH3:26])=[CH:23][C:24]=3[CH3:25])=[O:16])[C:5]3[C:6]([CH3:14])=[N:7][N:8]([CH:11]([CH3:12])[CH3:13])[C:9]=3[CH:10]=2)=[CH:41][CH:42]=1. (7) Given the reactants [C:1]([C:5]1(C(OCC)=O)[O:9][NH:8][CH:7]=[CH:6]1)([CH3:4])([CH3:3])[CH3:2].[BH4-].[Na+].O.[O:18]1CCC[CH2:19]1, predict the reaction product. The product is: [C:1]([C:5]1[O:9][N:8]=[C:7]([CH2:19][OH:18])[CH:6]=1)([CH3:2])([CH3:3])[CH3:4].